This data is from Forward reaction prediction with 1.9M reactions from USPTO patents (1976-2016). The task is: Predict the product of the given reaction. (1) Given the reactants [NH2:1][C:2]1[C:3]([C:22]#[N:23])=[N:4][C:5]([C:14]2[CH:15]=[N:16][C:17]([O:20]C)=[CH:18][CH:19]=2)=[C:6]([C:8]2[CH:13]=[CH:12][CH:11]=[CH:10][CH:9]=2)[N:7]=1.B(Br)(Br)Br.CCOC(C)=O.O, predict the reaction product. The product is: [NH2:1][C:2]1[C:3]([C:22]#[N:23])=[N:4][C:5]([C:14]2[CH:19]=[CH:18][C:17](=[O:20])[NH:16][CH:15]=2)=[C:6]([C:8]2[CH:13]=[CH:12][CH:11]=[CH:10][CH:9]=2)[N:7]=1. (2) Given the reactants Br[C:2]1[CH:3]=[N:4][C:5]([NH:8][CH:9]2[CH2:11][CH2:10]2)=[N:6][CH:7]=1.[CH3:12][Si:13]([C:16]#[CH:17])([CH3:15])[CH3:14].CCN(C(C)C)C(C)C.CN(C=O)C, predict the reaction product. The product is: [CH:9]1([NH:8][C:5]2[N:4]=[CH:3][C:2]([C:17]#[C:16][Si:13]([CH3:15])([CH3:14])[CH3:12])=[CH:7][N:6]=2)[CH2:11][CH2:10]1. (3) Given the reactants Cl[C:2]1[C:7]([CH:8]=[O:9])=[C:6]([NH:10][C:11]2[CH:16]=[CH:15][C:14]([O:17][C:18]3[CH:23]=[CH:22][CH:21]=[C:20]([Cl:24])[CH:19]=3)=[C:13]([Cl:25])[CH:12]=2)[N:5]=[CH:4][N:3]=1.C(=O)([O-])[O-].[Na+].[Na+].Cl.[CH3:33][O:34][C:35]1[CH:49]=[CH:48][C:38]([CH2:39][NH:40][CH2:41][CH2:42][CH2:43][C:44]([O:46][CH3:47])=[O:45])=[CH:37][CH:36]=1.C(N(CC)CC)C, predict the reaction product. The product is: [Cl:25][C:13]1[CH:12]=[C:11]([NH:10][C:6]2[N:5]=[CH:4][N:3]=[C:2]([N:40]([CH2:39][C:38]3[CH:37]=[CH:36][C:35]([O:34][CH3:33])=[CH:49][CH:48]=3)[CH2:41][CH2:42][CH2:43][C:44]([O:46][CH3:47])=[O:45])[C:7]=2[CH:8]=[O:9])[CH:16]=[CH:15][C:14]=1[O:17][C:18]1[CH:23]=[CH:22][CH:21]=[C:20]([Cl:24])[CH:19]=1. (4) Given the reactants [CH3:1][N:2]1[C:6]([CH:7]([OH:12])[CH2:8][CH2:9][CH:10]=[CH2:11])=[C:5]([N+:13]([O-:15])=[O:14])[CH:4]=[N:3]1.[I:16]I.C([O-])([O-])=O.[Na+].[Na+], predict the reaction product. The product is: [I:16][CH2:11][CH:10]1[O:12][CH:7]([C:6]2[N:2]([CH3:1])[N:3]=[CH:4][C:5]=2[N+:13]([O-:15])=[O:14])[CH2:8][CH2:9]1.